Task: Predict the reaction yield, written as a fraction of the theoretical maximum amount of product (1.0 means a 100% yield; for example, 0.34 means a 34% yield).. Dataset: Reaction yield outcomes from USPTO patents with 853,638 reactions (1) The reactants are [CH3:1][C:2]([CH3:19])([CH2:13][CH2:14][CH2:15][CH2:16][CH2:17][CH3:18])[C:3]([O:5][C:6]1[CH:11]=[CH:10][C:9]([OH:12])=[CH:8][CH:7]=1)=[O:4].[H-].[Na+].[N+](C1C=C(S(O[CH2:35][C@@H:36]2[CH2:38][O:37]2)(=O)=O)C=CC=1)([O-])=O. The catalyst is CN(C)C=O.O. The product is [CH3:1][C:2]([CH3:19])([CH2:13][CH2:14][CH2:15][CH2:16][CH2:17][CH3:18])[C:3]([O:5][C:6]1[CH:11]=[CH:10][C:9]([O:12][CH2:35][C@@H:36]2[CH2:38][O:37]2)=[CH:8][CH:7]=1)=[O:4]. The yield is 0.780. (2) The reactants are [CH3:1][O:2][CH2:3][CH:4]1[CH2:8][N:7]([C:9](=[O:20])[CH:10]([NH:15][C:16](=[O:19])[O:17][CH3:18])[CH:11]([O:13][CH3:14])[CH3:12])[CH:6]([C:21]2[NH:25][C:24]3[C:26]4[C:31]([CH:32]=[CH:33][C:23]=3[N:22]=2)=[CH:30][C:29]2[C:34]3[C:39]([CH2:40][O:41][C:28]=2[CH:27]=4)=[CH:38][C:37](B2OC(C)(C)C(C)(C)O2)=[CH:36][CH:35]=3)[CH2:5]1.I[C:52]1[NH:56][C:55]([C@@H:57]2[CH2:61][CH2:60][CH2:59][N:58]2[C:62]([O:64][C:65]([CH3:68])([CH3:67])[CH3:66])=[O:63])=[N:54][CH:53]=1.C(=O)([O-])[O-].[K+].[K+]. The catalyst is CS(C)=O.O1CCOCC1.C1C=CC([P]([Pd]([P](C2C=CC=CC=2)(C2C=CC=CC=2)C2C=CC=CC=2)([P](C2C=CC=CC=2)(C2C=CC=CC=2)C2C=CC=CC=2)[P](C2C=CC=CC=2)(C2C=CC=CC=2)C2C=CC=CC=2)(C2C=CC=CC=2)C2C=CC=CC=2)=CC=1.C1C=CC(P(C2C=CC=CC=2)[C-]2C=CC=C2)=CC=1.C1C=CC(P(C2C=CC=CC=2)[C-]2C=CC=C2)=CC=1.Cl[Pd]Cl.[Fe+2]. The product is [CH3:18][O:17][C:16]([NH:15][C@H:10]([C:9]([N:7]1[CH2:8][C@@H:4]([CH2:3][O:2][CH3:1])[CH2:5][C@H:6]1[C:21]1[NH:25][C:24]2[C:26]3[C:31]([CH:32]=[CH:33][C:23]=2[N:22]=1)=[CH:30][C:29]1[C:34]2[C:39]([CH2:40][O:41][C:28]=1[CH:27]=3)=[CH:38][C:37]([C:52]1[NH:56][C:55]([C@@H:57]3[CH2:61][CH2:60][CH2:59][N:58]3[C:62]([O:64][C:65]([CH3:68])([CH3:67])[CH3:66])=[O:63])=[N:54][CH:53]=1)=[CH:36][CH:35]=2)=[O:20])[C@@H:11]([CH3:12])[O:13][CH3:14])=[O:19]. The yield is 0.0700. (3) The reactants are [Br:1][C:2]1[CH:3]=[C:4]([C:9]23[CH2:16][CH:15]([OH:17])[CH2:14][CH:13]2[CH2:12][O:11][N:10]3[CH2:18][C:19]2[CH:24]=[CH:23][C:22]([O:25][CH3:26])=[CH:21][CH:20]=2)[CH:5]=[CH:6][C:7]=1[F:8].I[CH:28]([CH3:30])[CH3:29]. The catalyst is ClCCl.FC(F)(F)S([O-])(=O)=O.[Ag+]. The product is [Br:1][C:2]1[CH:3]=[C:4]([C:9]23[CH2:16][CH:15]([O:17][CH:28]([CH3:30])[CH3:29])[CH2:14][CH:13]2[CH2:12][O:11][N:10]3[CH2:18][C:19]2[CH:20]=[CH:21][C:22]([O:25][CH3:26])=[CH:23][CH:24]=2)[CH:5]=[CH:6][C:7]=1[F:8]. The yield is 0.250. (4) The reactants are [CH3:1][C:2]1[CH:8]=[CH:7][C:6]([S:9]([CH3:12])(=[O:11])=[O:10])=[CH:5][C:3]=1N.Cl.N([O-])=O.[Na+].[I-:18].[K+]. The catalyst is O.CCOC(C)=O. The product is [I:18][C:3]1[CH:5]=[C:6]([S:9]([CH3:12])(=[O:11])=[O:10])[CH:7]=[CH:8][C:2]=1[CH3:1]. The yield is 0.730. (5) The catalyst is ClCCl.CO. The reactants are [N:1]1([C:7]2[N:8]=[CH:9][CH:10]=[C:11]3[CH2:15][CH2:14][O:13][C:12]=23)[CH2:6][CH2:5][NH:4][CH2:3][CH2:2]1.[C:16]([O:20][C:21](=[O:32])[NH:22][C@H:23]1[CH2:28][CH2:27][C@H:26]([CH2:29][CH:30]=O)[CH2:25][CH2:24]1)([CH3:19])([CH3:18])[CH3:17].C(N(CC)CC)C. The product is [C:16]([O:20][C:21](=[O:32])[NH:22][C@H:23]1[CH2:24][CH2:25][C@H:26]([CH2:29][CH2:30][N:4]2[CH2:3][CH2:2][N:1]([C:7]3[N:8]=[CH:9][CH:10]=[C:11]4[CH2:15][CH2:14][O:13][C:12]=34)[CH2:6][CH2:5]2)[CH2:27][CH2:28]1)([CH3:19])([CH3:18])[CH3:17]. The yield is 0.650. (6) The reactants are P(Cl)(Cl)(Cl)=O.[CH3:6][C:7]1[C:11]2[C:12](=[O:24])[N:13]([CH2:16][CH2:17][N:18]3[CH2:23][CH2:22][CH2:21][CH2:20][CH2:19]3)[CH2:14][CH2:15][C:10]=2[NH:9][CH:8]=1.O.[OH-].[Na+].CN(C)[CH:30]=[O:31]. No catalyst specified. The product is [CH3:6][C:7]1[C:11]2[C:12](=[O:24])[N:13]([CH2:16][CH2:17][N:18]3[CH2:23][CH2:22][CH2:21][CH2:20][CH2:19]3)[CH2:14][CH2:15][C:10]=2[NH:9][C:8]=1[CH:30]=[O:31]. The yield is 0.317.